Predict the reaction yield, written as a fraction of the theoretical maximum amount of product (1.0 means a 100% yield; for example, 0.34 means a 34% yield). From a dataset of Reaction yield outcomes from USPTO patents with 853,638 reactions. (1) The reactants are [F:1][C:2]1[CH:3]=[C:4]([N+:20]([O-:22])=[O:21])[C:5]([NH:9][C@H:10]([C:13]2[CH:18]=[CH:17][C:16]([F:19])=[CH:15][N:14]=2)[CH2:11][OH:12])=[N:6][C:7]=1F.[CH2:23]([O:25][C:26]1[NH:30][N:29]=[C:28]([NH2:31])[CH:27]=1)[CH3:24]. No catalyst specified. The product is [CH2:23]([O:25][C:26]1[NH:30][N:29]=[C:28]([NH:31][C:7]2[N:6]=[C:5]([NH:9][C@H:10]([C:13]3[CH:18]=[CH:17][C:16]([F:19])=[CH:15][N:14]=3)[CH2:11][OH:12])[C:4]([N+:20]([O-:22])=[O:21])=[CH:3][C:2]=2[F:1])[CH:27]=1)[CH3:24]. The yield is 0.330. (2) The reactants are [NH:1]1[CH2:5][CH2:4][CH2:3][C@H:2]1[C:6]1[NH:10][C:9]2[CH:11]=[C:12]([C:15]3[CH:24]=[CH:23][C:22]4[C:17](=[CH:18][CH:19]=[C:20]([C:25]5[CH:26]=[CH:27][C:28]6[N:32]=[C:31]([C@@H:33]7[CH2:37][CH2:36][CH2:35][NH:34]7)[NH:30][C:29]=6[CH:38]=5)[CH:21]=4)[CH:16]=3)[CH:13]=[CH:14][C:8]=2[N:7]=1.C(N(CC)CC)C.[C:46](O[C:46]([O:48][C:49]([CH3:52])([CH3:51])[CH3:50])=[O:47])([O:48][C:49]([CH3:52])([CH3:51])[CH3:50])=[O:47]. The catalyst is CN(C1C=CN=CC=1)C.CN(C=O)C. The product is [NH:34]1[CH2:35][CH2:36][CH2:37][C@H:33]1[C:31]1[NH:32][C:28]2[CH:27]=[CH:26][C:25]([C:20]3[CH:21]=[C:22]4[C:17](=[CH:18][CH:19]=3)[CH:16]=[C:15]([C:12]3[CH:13]=[CH:14][C:8]5[NH:7][C:6]([C@@H:2]6[CH2:3][CH2:4][CH2:5][N:1]6[C:46]([O:48][C:49]([CH3:52])([CH3:51])[CH3:50])=[O:47])=[N:10][C:9]=5[CH:11]=3)[CH:24]=[CH:23]4)=[CH:38][C:29]=2[N:30]=1. The yield is 0.471. (3) The reactants are [C:1]([C:5]1[O:9][N:8]=[C:7]([NH:10][C:11]([NH:13][C:14]2[CH:19]=[C:18]([OH:20])[CH:17]=[CH:16][C:15]=2[F:21])=[O:12])[CH:6]=1)([CH3:4])([CH3:3])[CH3:2].Cl[C:23]1[C:32]2[C:27](=[CH:28][C:29]([O:35][CH3:36])=[C:30]([O:33][CH3:34])[CH:31]=2)[N:26]=[CH:25][N:24]=1.C(=O)([O-])[O-].[K+].[K+].O. The catalyst is CN(C=O)C. The product is [C:1]([C:5]1[O:9][N:8]=[C:7]([NH:10][C:11]([NH:13][C:14]2[CH:19]=[C:18]([O:20][C:23]3[C:32]4[C:27](=[CH:28][C:29]([O:35][CH3:36])=[C:30]([O:33][CH3:34])[CH:31]=4)[N:26]=[CH:25][N:24]=3)[CH:17]=[CH:16][C:15]=2[F:21])=[O:12])[CH:6]=1)([CH3:4])([CH3:2])[CH3:3]. The yield is 0.0800. (4) The reactants are [Cl:1][C:2]1[N:7]=[C:6](Cl)[C:5]([Cl:9])=[CH:4][N:3]=1.[N+:10]([C:13]1[CH:14]=[C:15]([CH:17]=[CH:18][CH:19]=1)[NH2:16])([O-:12])=[O:11].CCN(C(C)C)C(C)C. The catalyst is CN(C=O)C.C(OCC)(=O)C. The product is [Cl:1][C:2]1[N:7]=[C:6]([NH:16][C:15]2[CH:17]=[CH:18][CH:19]=[C:13]([N+:10]([O-:12])=[O:11])[CH:14]=2)[C:5]([Cl:9])=[CH:4][N:3]=1. The yield is 0.650. (5) The product is [NH2:4][C:3]1[C:5]2[C:10](=[N:9][C:8]([C:12]3[CH:17]=[CH:16][C:15]([O:18][CH3:19])=[CH:14][CH:13]=3)=[C:7]([C:20]([O:22][CH2:23][CH3:24])=[O:21])[C:6]=2[C:25]2[CH:30]=[CH:29][CH:28]=[CH:27][C:26]=2[N+:31]([O-:33])=[O:32])[NH:2][N:1]=1. The yield is 0.740. The reactants are [NH2:1][NH2:2].[C:3]([C:5]1[C:10](=S)[NH:9][C:8]([C:12]2[CH:17]=[CH:16][C:15]([O:18][CH3:19])=[CH:14][CH:13]=2)=[C:7]([C:20]([O:22][CH2:23][CH3:24])=[O:21])[C:6]=1[C:25]1[CH:30]=[CH:29][CH:28]=[CH:27][C:26]=1[N+:31]([O-:33])=[O:32])#[N:4]. The catalyst is C(O)C.